This data is from Reaction yield outcomes from USPTO patents with 853,638 reactions. The task is: Predict the reaction yield, written as a fraction of the theoretical maximum amount of product (1.0 means a 100% yield; for example, 0.34 means a 34% yield). (1) The reactants are [CH2:1]([O:4][C:5](=[O:38])[C@@H:6]([NH:25][C:26](=[O:37])[C:27]1[C:32]([F:33])=[CH:31][C:30]([C:34]#[N:35])=[CH:29][C:28]=1[F:36])[CH2:7][C:8]1[CH:13]=[CH:12][C:11]([C:14]2[C:15](=[O:24])[N:16]([CH3:23])[C:17](=[O:22])[N:18]([CH3:21])[C:19]=2[CH3:20])=[CH:10][CH:9]=1)[CH2:2][CH3:3]. The catalyst is C(O)CC. The product is [CH2:1]([O:4][C:5](=[O:38])[C@@H:6]([NH:25][C:26](=[O:37])[C:27]1[C:28]([F:36])=[CH:29][C:30]([CH2:34][NH:35][CH2:34][C:30]2[CH:29]=[C:28]([F:36])[C:27]([C:26](=[O:37])[NH:25][C@H:6]([C:5]([O:4][CH2:1][CH2:2][CH3:3])=[O:38])[CH2:7][C:8]3[CH:9]=[CH:10][C:11]([C:14]4[C:15](=[O:24])[N:16]([CH3:23])[C:17](=[O:22])[N:18]([CH3:21])[C:19]=4[CH3:20])=[CH:12][CH:13]=3)=[C:32]([F:33])[CH:31]=2)=[CH:31][C:32]=1[F:33])[CH2:7][C:8]1[CH:9]=[CH:10][C:11]([C:14]2[C:15](=[O:24])[N:16]([CH3:23])[C:17](=[O:22])[N:18]([CH3:21])[C:19]=2[CH3:20])=[CH:12][CH:13]=1)[CH2:2][CH3:3]. The yield is 0.190. (2) The reactants are [CH2:1]([Li])CCC.[Br:6][C:7]1[CH:15]=[CH:14][CH:13]=[C:12]2[C:8]=1[C:9]([CH:25]=O)=[CH:10][N:11]2[CH2:16][C:17]1[CH:22]=[CH:21][C:20]([O:23][CH3:24])=[CH:19][CH:18]=1. The catalyst is [Br-].C[P+](C1C=CC=CC=1)(C1C=CC=CC=1)C1C=CC=CC=1.O1CCCC1. The product is [Br:6][C:7]1[CH:15]=[CH:14][CH:13]=[C:12]2[C:8]=1[C:9]([CH:25]=[CH2:1])=[CH:10][N:11]2[CH2:16][C:17]1[CH:22]=[CH:21][C:20]([O:23][CH3:24])=[CH:19][CH:18]=1. The yield is 0.950. (3) The reactants are [CH3:1][N:2]1[CH:6]=[CH:5][C:4]([NH:7][C:8]([C:10]2[CH:21]=[C:20]([O:22]CC3C=CC=CC=3)[C:13]3[CH2:14][CH:15]([CH:17]([F:19])[F:18])[O:16][C:12]=3[CH:11]=2)=[O:9])=[N:3]1. The catalyst is CCOC(C)=O.[Pd]. The product is [CH3:1][N:2]1[CH:6]=[CH:5][C:4]([NH:7][C:8]([C:10]2[CH:21]=[C:20]([OH:22])[C:13]3[CH2:14][CH:15]([CH:17]([F:19])[F:18])[O:16][C:12]=3[CH:11]=2)=[O:9])=[N:3]1. The yield is 0.990. (4) The reactants are [Br:1][C:2]1[CH:20]=[C:19]([O:21][CH3:22])[CH:18]=[CH:17][C:3]=1[O:4]/[C:5](=[CH:11]\[C:12]([O:14]CC)=[O:13])/[C:6]([O:8]CC)=[O:7].[OH-].[Na+]. The catalyst is C(O)C.O. The product is [Br:1][C:2]1[CH:20]=[C:19]([O:21][CH3:22])[CH:18]=[CH:17][C:3]=1[O:4]/[C:5](=[CH:11]\[C:12]([OH:14])=[O:13])/[C:6]([OH:8])=[O:7]. The yield is 0.880. (5) The reactants are [CH3:1][O:2][C:3](=C)[CH2:4][C@@H:5]1[CH2:10][CH2:9][CH2:8][CH2:7][N:6]1[C:11]([O:13][C:14]([CH3:17])([CH3:16])[CH3:15])=[O:12].O.C1C(=O)N(Br)C(=[O:23])C1. The catalyst is C1COCC1. The product is [CH3:1][O:2][C:3](=[O:23])[CH2:4][C@@H:5]1[CH2:10][CH2:9][CH2:8][CH2:7][N:6]1[C:11]([O:13][C:14]([CH3:17])([CH3:16])[CH3:15])=[O:12]. The yield is 0.430. (6) The reactants are [CH3:1][C:2]1[CH:11]=[C:10]([CH:12]([N:14]2[CH2:19][CH2:18][CH2:17][CH2:16][CH2:15]2)[CH3:13])[CH:9]=[CH:8][C:3]=1[C:4]([O:6]C)=[O:5].O1CCCC1.CO.[OH-].[Li+]. The catalyst is O. The product is [CH3:1][C:2]1[CH:11]=[C:10]([CH:12]([N:14]2[CH2:19][CH2:18][CH2:17][CH2:16][CH2:15]2)[CH3:13])[CH:9]=[CH:8][C:3]=1[C:4]([OH:6])=[O:5]. The yield is 0.890. (7) The yield is 0.770. The product is [Cl:1][C:2]1[N:6]=[CH:5][N:4]([C:7]2[CH:13]=[CH:12][C:10]([N:11]=[C:16]=[S:17])=[CH:9][C:8]=2[O:14][CH3:15])[N:3]=1. The catalyst is ClCCl. The reactants are [Cl:1][C:2]1[N:6]=[CH:5][N:4]([C:7]2[CH:13]=[CH:12][C:10]([NH2:11])=[CH:9][C:8]=2[O:14][CH3:15])[N:3]=1.[C:16](N1C=CC=CC1=O)(N1C=CC=CC1=O)=[S:17].